From a dataset of Peptide-MHC class I binding affinity with 185,985 pairs from IEDB/IMGT. Regression. Given a peptide amino acid sequence and an MHC pseudo amino acid sequence, predict their binding affinity value. This is MHC class I binding data. (1) The peptide sequence is GYPALMPLYA. The MHC is Patr-A0901 with pseudo-sequence YSAMYEESVASTDVDTLYIIYRYYTWAALAYTWY. The binding affinity (normalized) is 0.497. (2) The peptide sequence is GMFTNRSGFQ. The binding affinity (normalized) is 0. The MHC is HLA-A31:01 with pseudo-sequence HLA-A31:01.